From a dataset of Forward reaction prediction with 1.9M reactions from USPTO patents (1976-2016). Predict the product of the given reaction. (1) Given the reactants [CH2:1]([C@H:4]1[CH2:10][N:9]([CH:11]2[CH2:15][CH2:14][CH2:13][CH2:12]2)[C:8]2[N:16]=[C:17]([NH:20][C:21]3[CH:29]=[CH:28][C:24]([C:25](O)=[O:26])=[CH:23][C:22]=3[O:30][CH3:31])[N:18]=[CH:19][C:7]=2[N:6]([CH3:32])[C:5]1=[O:33])[CH:2]=[CH2:3].[CH3:34][N:35]1[CH2:40][CH2:39][CH2:38][C@@H:37]([NH2:41])[CH2:36]1, predict the reaction product. The product is: [CH2:1]([C@H:4]1[CH2:10][N:9]([CH:11]2[CH2:12][CH2:13][CH2:14][CH2:15]2)[C:8]2[N:16]=[C:17]([NH:20][C:21]3[CH:29]=[CH:28][C:24]([C:25]([NH:41][C@@H:37]4[CH2:38][CH2:39][CH2:40][N:35]([CH3:34])[CH2:36]4)=[O:26])=[CH:23][C:22]=3[O:30][CH3:31])[N:18]=[CH:19][C:7]=2[N:6]([CH3:32])[C:5]1=[O:33])[CH:2]=[CH2:3]. (2) Given the reactants C(OC(=O)[NH:7][C:8]1[S:9][C:10]2[CH2:11][N:12]([CH2:17][C:18]3[CH:23]=[CH:22][C:21]([C@@H:24]4[O:33][C:28]5=[N:29][CH:30]=[CH:31][CH:32]=[C:27]5[O:26][CH2:25]4)=[CH:20][CH:19]=3)[CH2:13][CH2:14][C:15]=2[N:16]=1)(C)(C)C.Cl.O1CCOCC1, predict the reaction product. The product is: [O:26]1[C:27]2[C:28](=[N:29][CH:30]=[CH:31][CH:32]=2)[O:33][C@@H:24]([C:21]2[CH:20]=[CH:19][C:18]([CH2:17][N:12]3[CH2:13][CH2:14][C:15]4[N:16]=[C:8]([NH2:7])[S:9][C:10]=4[CH2:11]3)=[CH:23][CH:22]=2)[CH2:25]1. (3) Given the reactants [CH2:1](OC(OCC)OCC)C.[NH2:11][C:12]1[CH:26]=[CH:25][CH:24]=[C:23]([S:27]([CH2:30][CH3:31])(=[O:29])=[O:28])[C:13]=1[CH2:14][NH:15][CH:16]1[CH2:20][C:19](=[O:21])[NH:18][C:17]1=[O:22], predict the reaction product. The product is: [CH2:30]([S:27]([C:23]1[CH:24]=[CH:25][CH:26]=[C:12]2[C:13]=1[CH2:14][N:15]([CH:16]1[CH2:20][C:19](=[O:21])[NH:18][C:17]1=[O:22])[CH:1]=[N:11]2)(=[O:29])=[O:28])[CH3:31].